From a dataset of Catalyst prediction with 721,799 reactions and 888 catalyst types from USPTO. Predict which catalyst facilitates the given reaction. (1) Reactant: [CH3:1][C:2]1[CH:6]=[CH:5][NH:4][N:3]=1.[H-].[Na+].Cl[C:10]1[N:19]=[C:18]([CH3:20])[CH:17]=[CH:16][C:11]=1[C:12]([O:14][CH3:15])=[O:13]. The catalyst class is: 3. Product: [CH3:20][C:18]1[CH:17]=[CH:16][C:11]([C:12]([O:14][CH3:15])=[O:13])=[C:10]([N:4]2[CH:5]=[CH:6][C:2]([CH3:1])=[N:3]2)[N:19]=1. (2) Reactant: Cl.[NH2:2][OH:3].C([O-])(O)=O.[Na+].[C:9]1([NH:19][S:20]([C:23]2[CH:24]=[C:25]([CH:29]=[CH:30][C:31](Cl)=[O:32])[CH:26]=[CH:27][CH:28]=2)(=[O:22])=[O:21])[C:18]2[C:13](=[CH:14][CH:15]=[CH:16][CH:17]=2)[CH:12]=[CH:11][CH:10]=1. Product: [OH:3][NH:2][C:31](=[O:32])[CH:30]=[CH:29][C:25]1[CH:26]=[CH:27][CH:28]=[C:23]([S:20](=[O:22])(=[O:21])[NH:19][C:9]2[C:18]3[C:13](=[CH:14][CH:15]=[CH:16][CH:17]=3)[CH:12]=[CH:11][CH:10]=2)[CH:24]=1. The catalyst class is: 7. (3) Reactant: [Cl:1][C:2]1[CH:7]=[C:6]([F:8])[CH:5]=[CH:4][C:3]=1[S:9]([NH:12][CH2:13][C@@H:14]([OH:33])[CH2:15][CH2:16][NH:17][C:18](=[O:32])[C@H:19]([CH2:28][CH:29]([CH3:31])[CH3:30])[NH:20]C(OC(C)(C)C)=O)(=[O:11])=[O:10].Cl. Product: [Cl:1][C:2]1[CH:7]=[C:6]([F:8])[CH:5]=[CH:4][C:3]=1[S:9]([NH:12][CH2:13][C@@H:14]([OH:33])[CH2:15][CH2:16][NH:17][C:18](=[O:32])[C@H:19]([CH2:28][CH:29]([CH3:30])[CH3:31])[NH2:20])(=[O:10])=[O:11]. The catalyst class is: 135. (4) Reactant: [BH4-].[Na+].[C:3]12([CH2:13][CH2:14][N:15]([CH2:25][CH2:26][CH2:27][CH2:28][CH3:29])[C:16](=[O:24])[CH2:17][O:18][CH2:19][C:20](OC)=[O:21])[CH2:12][CH:7]3[CH2:8][CH:9]([CH2:11][CH:5]([CH2:6]3)[CH2:4]1)[CH2:10]2.O.C(OCC)(=O)C. Product: [C:3]12([CH2:13][CH2:14][N:15]([CH2:25][CH2:26][CH2:27][CH2:28][CH3:29])[C:16](=[O:24])[CH2:17][O:18][CH2:19][CH2:20][OH:21])[CH2:10][CH:9]3[CH2:8][CH:7]([CH2:6][CH:5]([CH2:11]3)[CH2:4]1)[CH2:12]2. The catalyst class is: 5. (5) The catalyst class is: 2. Reactant: C(OC(=O)[NH:7][C:8]1[CH:13]=[C:12]([N:14]2[CH2:19][CH2:18][S:17][CH2:16][CH2:15]2)[C:11]([C:20]([F:23])([F:22])[F:21])=[CH:10][C:9]=1[NH:24][C:25](=[O:37])[CH2:26][C:27]([C:29]1[CH:34]=[CH:33][N:32]=[C:31]([C:35]#[N:36])[CH:30]=1)=O)(C)(C)C.C(O)(C(F)(F)F)=O. Product: [O:37]=[C:25]1[CH2:26][C:27]([C:29]2[CH:34]=[CH:33][N:32]=[C:31]([C:35]#[N:36])[CH:30]=2)=[N:7][C:8]2[CH:13]=[C:12]([N:14]3[CH2:15][CH2:16][S:17][CH2:18][CH2:19]3)[C:11]([C:20]([F:23])([F:22])[F:21])=[CH:10][C:9]=2[NH:24]1. (6) Reactant: C([O:9][CH2:10][C@@H:11]1[C@@H:15]([O:16]C(=O)C2C=CC=CC=2)[C@:14]([F:26])([CH3:25])[CH:13]([O:27][CH3:28])[O:12]1)(=O)C1C=CC=CC=1.CO. Product: [F:26][C@@:14]1([CH3:25])[CH:13]([O:27][CH3:28])[O:12][C@H:11]([CH2:10][OH:9])[C@H:15]1[OH:16]. The catalyst class is: 328. (7) Reactant: C[O:2][C:3]([C:5]1[C:6]([CH3:28])=[C:7]([C:10]2[CH:11]=[N:12][N:13]([CH:15]3[CH2:20][CH2:19][N:18]([C:21]([O:23][C:24]([CH3:27])([CH3:26])[CH3:25])=[O:22])[CH2:17][CH2:16]3)[CH:14]=2)[S:8][CH:9]=1)=[O:4].[OH-].[Na+]. Product: [C:24]([O:23][C:21]([N:18]1[CH2:19][CH2:20][CH:15]([N:13]2[CH:14]=[C:10]([C:7]3[S:8][CH:9]=[C:5]([C:3]([OH:4])=[O:2])[C:6]=3[CH3:28])[CH:11]=[N:12]2)[CH2:16][CH2:17]1)=[O:22])([CH3:27])([CH3:26])[CH3:25]. The catalyst class is: 5.